Dataset: Reaction yield outcomes from USPTO patents with 853,638 reactions. Task: Predict the reaction yield, written as a fraction of the theoretical maximum amount of product (1.0 means a 100% yield; for example, 0.34 means a 34% yield). (1) The reactants are Br[C:2]1[S:3][CH:4]=[CH:5][N:6]=1.CC1(C)C(C)(C)OB([C:15]2[CH:16]=[N:17][NH:18][CH:19]=2)O1.C(=O)([O-])[O-].[Na+].[Na+]. The catalyst is C1(C)C=CC=CC=1.C(O)C.C1C=CC([P]([Pd]([P](C2C=CC=CC=2)(C2C=CC=CC=2)C2C=CC=CC=2)([P](C2C=CC=CC=2)(C2C=CC=CC=2)C2C=CC=CC=2)[P](C2C=CC=CC=2)(C2C=CC=CC=2)C2C=CC=CC=2)(C2C=CC=CC=2)C2C=CC=CC=2)=CC=1. The product is [NH:17]1[CH:16]=[C:15]([C:2]2[S:3][CH:4]=[CH:5][N:6]=2)[CH:19]=[N:18]1. The yield is 0.560. (2) The reactants are Cl.[NH2:2][CH:3]1[CH2:8][CH2:7][CH2:6][NH:5][C:4]1=[O:9].C([O-])([O-])=O.[K+].[K+].[CH3:16][O:17][C:18]1[CH:26]=[CH:25][C:21]([C:22](Cl)=[O:23])=[CH:20][CH:19]=1. No catalyst specified. The product is [CH3:16][O:17][C:18]1[CH:26]=[CH:25][C:21]([C:22]([NH:2][CH:3]2[CH2:8][CH2:7][CH2:6][NH:5][C:4]2=[O:9])=[O:23])=[CH:20][CH:19]=1. The yield is 0.980. (3) The reactants are [Br:1][C:2]1[CH:3]=[C:4]([CH:8]=[C:9]([O:11][CH2:12][CH2:13][CH2:14][CH2:15][CH2:16][CH2:17][C:18]2[CH:23]=[CH:22][CH:21]=[C:20]([O:24][CH2:25][CH2:26][CH2:27][C:28]([O:30][CH2:31][CH3:32])=[O:29])[C:19]=2[CH2:33][CH2:34][C:35]([O:37][CH2:38][CH3:39])=[O:36])[CH:10]=1)[C:5](O)=[O:6].F[P-](F)(F)(F)(F)F.Br[P+](N1CCCC1)(N1CCCC1)[N:49]1[CH2:53]CC[CH2:50]1.CNC.C1COCC1.CCN(C(C)C)C(C)C. The catalyst is ClCCl.O. The product is [CH2:31]([O:30][C:28](=[O:29])[CH2:27][CH2:26][CH2:25][O:24][C:20]1[CH:21]=[CH:22][CH:23]=[C:18]([CH2:17][CH2:16][CH2:15][CH2:14][CH2:13][CH2:12][O:11][C:9]2[CH:8]=[C:4]([C:5](=[O:6])[N:49]([CH3:53])[CH3:50])[CH:3]=[C:2]([Br:1])[CH:10]=2)[C:19]=1[CH2:33][CH2:34][C:35]([O:37][CH2:38][CH3:39])=[O:36])[CH3:32]. The yield is 0.900. (4) The reactants are [Br-].Br[CH2:3][C:4]([C:6]1[CH:7]=[NH+:8][CH:9]=[CH:10][CH:11]=1)=O.[F:12][C:13]([F:27])([F:26])[C:14]1[CH:19]=[CH:18][N:17]2[C:20]([C:23](=[S:25])[NH2:24])=[CH:21][N:22]=[C:16]2[N:15]=1. The catalyst is CN(C=O)C. The product is [N:8]1[CH:9]=[CH:10][CH:11]=[C:6]([C:4]2[N:24]=[C:23]([C:20]3[N:17]4[CH:18]=[CH:19][C:14]([C:13]([F:27])([F:26])[F:12])=[N:15][C:16]4=[N:22][CH:21]=3)[S:25][CH:3]=2)[CH:7]=1. The yield is 0.970. (5) The reactants are Br[CH2:2][C:3]1[S:7][N:6]=[C:5]([C:8]2[CH:13]=[CH:12][C:11]([O:14][C:15]([F:18])([F:17])[F:16])=[CH:10][CH:9]=2)[N:4]=1.[F:19][C:20]1[C:28]([OH:29])=[CH:27][CH:26]=[C:25]([F:30])[C:21]=1[C:22]([NH2:24])=[O:23].C(=O)([O-])[O-].[K+].[K+]. The catalyst is CN(C=O)C. The product is [F:19][C:20]1[C:28]([O:29][CH2:2][C:3]2[S:7][N:6]=[C:5]([C:8]3[CH:13]=[CH:12][C:11]([O:14][C:15]([F:18])([F:17])[F:16])=[CH:10][CH:9]=3)[N:4]=2)=[CH:27][CH:26]=[C:25]([F:30])[C:21]=1[C:22]([NH2:24])=[O:23]. The yield is 0.0900. (6) The reactants are [CH3:1][O:2][C:3](=[O:13])[CH2:4][C:5]1[CH:10]=[CH:9][C:8](Cl)=[CH:7][C:6]=1[F:12].C1(P(C2CCCCC2)C2C=CC=CC=2C2C(OC)=CC=CC=2OC)CCCCC1.P([O-])([O-])([O-])=O.[K+].[K+].[K+].[CH2:51]([C:53]([OH:86])([CH2:84][CH3:85])/[CH:54]=[CH:55]/[C:56]1[CH:61]=[CH:60][C:59]([C:62]([CH2:81][CH3:82])([C:65]2[CH:70]=[CH:69][C:68](B3OC(C)(C)C(C)(C)O3)=[C:67]([CH3:80])[CH:66]=2)[CH2:63][CH3:64])=[CH:58][C:57]=1[CH3:83])[CH3:52].C(=O)(O)[O-].[Na+]. The catalyst is C([O-])(=O)C.[Pd+2].C([O-])(=O)C.O.C1(C)C=CC=CC=1. The product is [CH2:63]([C:62]([C:65]1[CH:70]=[CH:69][C:68]([C:8]2[CH:9]=[CH:10][C:5]([CH2:4][C:3]([O:2][CH3:1])=[O:13])=[C:6]([F:12])[CH:7]=2)=[C:67]([CH3:80])[CH:66]=1)([C:59]1[CH:60]=[CH:61][C:56](/[CH:55]=[CH:54]/[C:53]([CH2:51][CH3:52])([OH:86])[CH2:84][CH3:85])=[C:57]([CH3:83])[CH:58]=1)[CH2:81][CH3:82])[CH3:64]. The yield is 0.470.